From a dataset of hERG Central: cardiac toxicity at 1µM, 10µM, and general inhibition. Predict hERG channel inhibition at various concentrations. (1) The compound is Cc1ccc(C(OCC(O)CNC(C)c2ccccc2)c2ccccc2)cc1. Results: hERG_inhib (hERG inhibition (general)): blocker. (2) The compound is CC(=O)c1ccc(Nc2c3c(nc4ccccc24)CCCC3)cc1. Results: hERG_inhib (hERG inhibition (general)): blocker. (3) The compound is CC(=O)Nc1ccc(CN2CCN(CCc3ccccc3)C(CCO)C2)cc1. Results: hERG_inhib (hERG inhibition (general)): blocker. (4) The drug is CN1CCN(C(=O)/C=C/c2ccc(C#N)cc2)CC1. Results: hERG_inhib (hERG inhibition (general)): blocker. (5) The compound is CN1Cc2ccccc2CC1CNCc1c(C(=O)N2CCCC2)nc2ccccn12. Results: hERG_inhib (hERG inhibition (general)): blocker. (6) The compound is COc1ccc2cc(-c3[nH]ncc3CN3C[C@@H]4CCC[C@H]3C4)ccc2c1. Results: hERG_inhib (hERG inhibition (general)): blocker.